Dataset: Forward reaction prediction with 1.9M reactions from USPTO patents (1976-2016). Task: Predict the product of the given reaction. Given the reactants [CH2:1]([O:8][C:9]1[CH:18]=[CH:17][CH:16]=[C:15]2[C:10]=1[CH2:11][CH2:12][CH2:13][CH:14]2[C:19]([N:21]([C:28]1[CH:33]=[CH:32][C:31]([CH:34]([CH3:36])[CH3:35])=[CH:30][CH:29]=1)[CH2:22][C:23]1[CH:24]=[N:25][NH:26][CH:27]=1)=[O:20])[C:2]1[CH:7]=[CH:6][CH:5]=[CH:4][CH:3]=1.Cl.Cl[CH2:39][CH2:40][CH2:41][N:42]([CH3:44])[CH3:43], predict the reaction product. The product is: [CH2:1]([O:8][C:9]1[CH:18]=[CH:17][CH:16]=[C:15]2[C:10]=1[CH2:11][CH2:12][CH2:13][CH:14]2[C:19]([N:21]([C:28]1[CH:29]=[CH:30][C:31]([CH:34]([CH3:36])[CH3:35])=[CH:32][CH:33]=1)[CH2:22][C:23]1[CH:27]=[N:26][N:25]([CH2:39][CH2:40][CH2:41][N:42]([CH3:44])[CH3:43])[CH:24]=1)=[O:20])[C:2]1[CH:3]=[CH:4][CH:5]=[CH:6][CH:7]=1.